Dataset: Peptide-MHC class I binding affinity with 185,985 pairs from IEDB/IMGT. Task: Regression. Given a peptide amino acid sequence and an MHC pseudo amino acid sequence, predict their binding affinity value. This is MHC class I binding data. (1) The peptide sequence is GRSKFSPDV. The MHC is H-2-Kb with pseudo-sequence H-2-Kb. The binding affinity (normalized) is 0.110. (2) The peptide sequence is SLFLPAILGV. The MHC is HLA-A02:03 with pseudo-sequence HLA-A02:03. The binding affinity (normalized) is 1.00. (3) The peptide sequence is SSFDYCSTNH. The MHC is HLA-A68:01 with pseudo-sequence HLA-A68:01. The binding affinity (normalized) is 0.490.